This data is from Forward reaction prediction with 1.9M reactions from USPTO patents (1976-2016). The task is: Predict the product of the given reaction. The product is: [C:1]([O:5][C:6](=[O:19])[C:7]([S:10][C:11]1[S:12][CH:13]=[C:14]([CH2:16][CH2:17][NH:18][C:35]([O:34][CH2:33][CH:31]2[C:30]3[CH:29]=[CH:28][CH:27]=[CH:26][C:25]=3[C:24]3[C:32]2=[CH:20][CH:21]=[CH:22][CH:23]=3)=[O:36])[N:15]=1)([CH3:9])[CH3:8])([CH3:2])([CH3:4])[CH3:3]. Given the reactants [C:1]([O:5][C:6](=[O:19])[C:7]([S:10][C:11]1[S:12][CH:13]=[C:14]([CH2:16][CH2:17][NH2:18])[N:15]=1)([CH3:9])[CH3:8])([CH3:4])([CH3:3])[CH3:2].[CH:20]1[C:32]2[CH:31]([CH2:33][O:34][C:35](N3C(=O)CCC3=O)=[O:36])[C:30]3[C:25](=[CH:26][CH:27]=[CH:28][CH:29]=3)[C:24]=2[CH:23]=[CH:22][CH:21]=1.C(OCC)(=O)C, predict the reaction product.